This data is from Full USPTO retrosynthesis dataset with 1.9M reactions from patents (1976-2016). The task is: Predict the reactants needed to synthesize the given product. (1) Given the product [C:14]([C:2]1[CH:3]=[CH:4][C:5]([O:12][CH3:13])=[C:6]([CH:11]=1)[C:7]([O:9][CH3:10])=[O:8])#[N:15], predict the reactants needed to synthesize it. The reactants are: Br[C:2]1[CH:3]=[CH:4][C:5]([O:12][CH3:13])=[C:6]([CH:11]=1)[C:7]([O:9][CH3:10])=[O:8].[CH3:14][N:15](C)C=O. (2) Given the product [F:12][C:13]1[CH:21]=[C:17]([C:18]#[N:20])[CH:16]=[C:15]([CH:14]=1)[C:22]#[N:24], predict the reactants needed to synthesize it. The reactants are: CN(C)C=O.C(Cl)(=O)C(Cl)=O.[F:12][C:13]1[CH:14]=[C:15]([C:22]([NH2:24])=O)[CH:16]=[C:17]([CH:21]=1)[C:18]([NH2:20])=O.Cl. (3) Given the product [CH3:20][C:19]1[C:14]2=[CH:13][C:12]3[CH:21]=[N:22][CH:23]=[N:24][C:11]=3[C:10]3[CH:9]=[CH:8][CH:7]=[C:6]([C:4]([OH:5])=[O:3])[C:16]=3[N:15]2[CH2:17][N:18]=1, predict the reactants needed to synthesize it. The reactants are: C([O:3][C:4]([C:6]1[C:16]2[N:15]3[CH2:17][N:18]=[C:19]([CH3:20])[C:14]3=[CH:13][C:12]3[CH:21]=[N:22][CH:23]=[N:24][C:11]=3[C:10]=2[CH:9]=[CH:8][CH:7]=1)=[O:5])C.[OH-].[Na+].O.Cl. (4) Given the product [F:1][C:2]([F:13])([F:14])[C:3]1[CH:8]=[C:7]([Br:15])[CH:6]=[C:5]([C:9]([F:10])([F:11])[F:12])[CH:4]=1, predict the reactants needed to synthesize it. The reactants are: [F:1][C:2]([F:14])([F:13])[C:3]1[CH:8]=[CH:7][CH:6]=[C:5]([C:9]([F:12])([F:11])[F:10])[CH:4]=1.[Br:15]N1C(C)(C)C(=O)N(Br)C1=O. (5) Given the product [NH2:2][C:3]1([C:9]([O:11][CH3:12])=[O:10])[CH2:8][CH2:7][O:6][CH2:5][CH2:4]1, predict the reactants needed to synthesize it. The reactants are: Cl.[NH2:2][C:3]1([C:9]([OH:11])=[O:10])[CH2:8][CH2:7][O:6][CH2:5][CH2:4]1.[CH3:12][Si](C=[N+]=[N-])(C)C.C(OCC)C. (6) Given the product [CH3:59][O:58][C:56]1[CH:57]=[C:52]([CH2:51][O:50][C:40]2[CH:39]=[C:38]([NH:37][C:20]([C:17]3[CH:18]=[N:19][C:14]([N:11]4[CH2:10][CH2:9][NH:8][CH2:13][CH2:12]4)=[CH:15][CH:16]=3)=[O:22])[NH:42][N:41]=2)[CH:53]=[C:54]([O:60][CH3:61])[CH:55]=1, predict the reactants needed to synthesize it. The reactants are: CC(OC([N:8]1[CH2:13][CH2:12][N:11]([C:14]2[N:19]=[CH:18][C:17]([C:20]([OH:22])=O)=[CH:16][CH:15]=2)[CH2:10][CH2:9]1)=O)(C)C.ClC(N(C)C)=C(C)C.N1C=CC=CC=1.[NH2:37][C:38]1[N:42](C(OC(C)(C)C)=O)[N:41]=[C:40]([O:50][CH2:51][C:52]2[CH:57]=[C:56]([O:58][CH3:59])[CH:55]=[C:54]([O:60][CH3:61])[CH:53]=2)[CH:39]=1.Cl.O1CCOCC1.